From a dataset of Catalyst prediction with 721,799 reactions and 888 catalyst types from USPTO. Predict which catalyst facilitates the given reaction. Reactant: [H-].[Na+].[Cl:3][C:4]1[CH:9]=[CH:8][C:7]([C@H:10]2[NH:15][C:14](=[O:16])[CH2:13][O:12][C@H:11]2[C:17]2[CH:22]=[CH:21][C:20]([Cl:23])=[CH:19][CH:18]=2)=[CH:6][CH:5]=1.[Cl:24][C:25]1[CH:30]=[CH:29][C:28]([C@@H:31]2[NH:36][C:35](=[O:37])[CH2:34][O:33][C@@H:32]2[C:38]2[CH:43]=[CH:42][C:41]([Cl:44])=[CH:40][CH:39]=2)=[CH:27][CH:26]=1.Br[CH:46]([CH2:52][CH2:53][CH3:54])[C:47]([O:49][CH2:50][CH3:51])=[O:48]. Product: [Cl:23][C:20]1[CH:21]=[CH:22][C:17]([C@H:11]2[C@@H:10]([C:7]3[CH:6]=[CH:5][C:4]([Cl:3])=[CH:9][CH:8]=3)[N:15]([C@H:46]([CH2:52][CH2:53][CH3:54])[C:47]([O:49][CH2:50][CH3:51])=[O:48])[C:14](=[O:16])[CH2:13][O:12]2)=[CH:18][CH:19]=1.[Cl:44][C:41]1[CH:42]=[CH:43][C:38]([C@@H:32]2[C@H:31]([C:28]3[CH:27]=[CH:26][C:25]([Cl:24])=[CH:30][CH:29]=3)[N:36]([C@@H:46]([CH2:52][CH2:53][CH3:54])[C:47]([O:49][CH2:50][CH3:51])=[O:48])[C:35](=[O:37])[CH2:34][O:33]2)=[CH:39][CH:40]=1. The catalyst class is: 3.